Task: Regression. Given a peptide amino acid sequence and an MHC pseudo amino acid sequence, predict their binding affinity value. This is MHC class I binding data.. Dataset: Peptide-MHC class I binding affinity with 185,985 pairs from IEDB/IMGT (1) The peptide sequence is EEKAFSPEV. The MHC is HLA-B08:01 with pseudo-sequence HLA-B08:01. The binding affinity (normalized) is 0. (2) The peptide sequence is RESREKPY. The MHC is Mamu-A11 with pseudo-sequence Mamu-A11. The binding affinity (normalized) is 0.00199. (3) The MHC is HLA-B57:01 with pseudo-sequence HLA-B57:01. The binding affinity (normalized) is 0.0847. The peptide sequence is WRQEIGHPK.